Predict the reactants needed to synthesize the given product. From a dataset of Full USPTO retrosynthesis dataset with 1.9M reactions from patents (1976-2016). (1) Given the product [C:6]([O-:18])(=[O:17])[CH2:7][C:8]([CH2:13][C:14]([O-:16])=[O:15])([C:10]([O-:12])=[O:11])[OH:9].[Na+:5].[Na+:5].[Na+:5].[C:1](=[O:3])=[O:2], predict the reactants needed to synthesize it. The reactants are: [C:1](=O)([OH:3])[O-:2].[Na+:5].[C:6]([OH:18])(=[O:17])[CH2:7][C:8]([CH2:13][C:14]([OH:16])=[O:15])([C:10]([OH:12])=[O:11])[OH:9]. (2) Given the product [CH:1]1([N:7]2[C:11](=[O:12])[CH:10]=[C:9]([CH3:13])[N:8]2[CH3:17])[CH2:6][CH2:5][CH2:4][CH2:3][CH2:2]1, predict the reactants needed to synthesize it. The reactants are: [CH:1]1([N:7]2[C:11](=[O:12])[CH:10]=[C:9]([CH3:13])[NH:8]2)[CH2:6][CH2:5][CH2:4][CH2:3][CH2:2]1.CI.O.[C:17]([O-])([O-])=O.[K+].[K+]. (3) The reactants are: [CH3:1][S:2](Cl)(=[O:4])=[O:3].CCN(CC)CC.Cl.[NH2:14][CH2:15][CH2:16][CH2:17][O:18][C:19]1[C:24]2[B:25]([OH:32])[O:26][CH:27]([CH2:28][N+:29]([O-:31])=[O:30])[C:23]=2[CH:22]=[CH:21][CH:20]=1. Given the product [OH:32][B:25]1[C:24]2[C:19]([O:18][CH2:17][CH2:16][CH2:15][NH:14][S:2]([CH3:1])(=[O:4])=[O:3])=[CH:20][CH:21]=[CH:22][C:23]=2[CH:27]([CH2:28][N+:29]([O-:31])=[O:30])[O:26]1, predict the reactants needed to synthesize it. (4) Given the product [F:24][C:2]1[CH:3]=[C:4]([CH:8]=[C:9]([O:11][CH2:12][CH2:13][CH2:14][CH2:15][CH2:16][CH3:17])[CH:10]=1)[C:5]([NH2:7])=[O:6], predict the reactants needed to synthesize it. The reactants are: N[C:2]1[CH:3]=[C:4]([CH:8]=[C:9]([O:11][CH2:12][CH2:13][CH2:14][CH2:15][CH2:16][CH3:17])[CH:10]=1)[C:5]([NH2:7])=[O:6].N([O-])=O.[Na+].[OH-].[Na+].[F:24][B-](F)(F)F.[H+]. (5) Given the product [ClH:40].[CH:34]1([N:27]2[C:25]3[N:26]=[C:21]([NH:20][C:17]4[CH:18]=[CH:19][C:14]([N:11]5[CH2:10][CH2:9][NH:8][CH2:13][CH2:12]5)=[CH:15][N:16]=4)[N:22]=[CH:23][C:24]=3[CH:30]=[C:29]([CH2:31][CH3:32])[C:28]2=[O:33])[CH2:38][CH2:37][CH2:36][CH2:35]1, predict the reactants needed to synthesize it. The reactants are: C(OC([N:8]1[CH2:13][CH2:12][N:11]([C:14]2[CH:15]=[N:16][C:17]([NH:20][C:21]3[N:22]=[CH:23][C:24]4[CH:30]=[C:29]([CH2:31][CH3:32])[C:28](=[O:33])[N:27]([CH:34]5[CH2:38][CH2:37][CH2:36][CH2:35]5)[C:25]=4[N:26]=3)=[CH:18][CH:19]=2)[CH2:10][CH2:9]1)=O)(C)(C)C.C(Cl)(Cl)[Cl:40].CO. (6) Given the product [CH2:2]([O:9][C:10]1[C:11]([C:24]([O:26][C:27]([CH3:30])([CH3:29])[CH3:28])=[O:25])=[N:12][C:13]([CH2:17][CH:18]2[CH2:23][CH2:22][N:21]([C:32]3[CH:37]=[CH:36][C:35]([C:38]([CH3:41])([CH3:40])[CH3:39])=[CH:34][CH:33]=3)[CH2:20][CH2:19]2)=[N:14][C:15]=1[CH3:16])[C:3]1[CH:4]=[CH:5][CH:6]=[CH:7][CH:8]=1, predict the reactants needed to synthesize it. The reactants are: Cl.[CH2:2]([O:9][C:10]1[C:11]([C:24]([O:26][C:27]([CH3:30])([CH3:29])[CH3:28])=[O:25])=[N:12][C:13]([CH2:17][CH:18]2[CH2:23][CH2:22][NH:21][CH2:20][CH2:19]2)=[N:14][C:15]=1[CH3:16])[C:3]1[CH:8]=[CH:7][CH:6]=[CH:5][CH:4]=1.Br[C:32]1[CH:37]=[CH:36][C:35]([C:38]([CH3:41])([CH3:40])[CH3:39])=[CH:34][CH:33]=1.CC(C)([O-])C.[Na+].C1(P(C2CCCCC2)C2C=CC=CC=2C2C(OC)=CC=CC=2OC)CCCCC1.